This data is from Reaction yield outcomes from USPTO patents with 853,638 reactions. The task is: Predict the reaction yield, written as a fraction of the theoretical maximum amount of product (1.0 means a 100% yield; for example, 0.34 means a 34% yield). (1) The reactants are [CH3:1][O:2][C:3]1[CH:4]=[C:5]2[C:10](=[CH:11][C:12]=1[O:13][CH3:14])[N:9]=[CH:8][N:7]=[C:6]2[O:15][C:16]1[CH:22]=[CH:21][C:19]([NH2:20])=[CH:18][CH:17]=1.ClC(Cl)(O[C:27](=[O:33])OC(Cl)(Cl)Cl)Cl.[CH2:35]([NH2:38])[CH2:36][CH3:37].CO. The catalyst is C(Cl)(Cl)Cl.C(N(CC)CC)C. The product is [CH3:1][O:2][C:3]1[CH:4]=[C:5]2[C:10](=[CH:11][C:12]=1[O:13][CH3:14])[N:9]=[CH:8][N:7]=[C:6]2[O:15][C:16]1[CH:22]=[CH:21][C:19]([NH:20][C:27]([NH:38][CH2:35][CH2:36][CH3:37])=[O:33])=[CH:18][CH:17]=1. The yield is 0.470. (2) The product is [CH2:11]([O:13][C:14](=[O:17])[CH2:15][S:8][C:5]1[CH:6]=[CH:7][C:2]([CH3:1])=[CH:3][CH:4]=1)[CH3:12]. The yield is 0.990. The reactants are [CH3:1][C:2]1[CH:7]=[CH:6][C:5]([SH:8])=[CH:4][CH:3]=1.[H-].[Na+].[CH2:11]([O:13][C:14](=[O:17])[CH2:15]Br)[CH3:12]. The catalyst is C1COCC1. (3) The reactants are [CH3:1][C:2]1[CH:3]=[C:4]([CH:7]=[CH:8][C:9]=1[N:10]1[CH2:15][CH2:14][NH:13][CH2:12][CH2:11]1)[C:5]#[N:6].[C:16](O[C:16]([O:18][C:19]([CH3:22])([CH3:21])[CH3:20])=[O:17])([O:18][C:19]([CH3:22])([CH3:21])[CH3:20])=[O:17]. The catalyst is C1COCC1.CO. The product is [C:5]([C:4]1[CH:7]=[CH:8][C:9]([N:10]2[CH2:11][CH2:12][N:13]([C:16]([O:18][C:19]([CH3:22])([CH3:21])[CH3:20])=[O:17])[CH2:14][CH2:15]2)=[C:2]([CH3:1])[CH:3]=1)#[N:6]. The yield is 1.00. (4) The reactants are [C:1]([OH:9])(=[O:8])[C:2]1[CH:7]=[CH:6][CH:5]=[CH:4][CH:3]=1.[Cl:10][C:11]1[C:20]2[C:15](=[CH:16][C:17]([C:21]3[CH:26]=[CH:25][CH:24]=[C:23]([C:27]#[N:28])[CH:22]=3)=[CH:18][CH:19]=2)[C:14]([NH:29][C:30]([NH2:32])=[NH:31])=[N:13][CH:12]=1. The catalyst is CC(N(C)C)=O. The product is [C:1]([O-:9])(=[O:8])[C:2]1[CH:7]=[CH:6][CH:5]=[CH:4][CH:3]=1.[Cl:10][C:11]1[C:20]2[C:15](=[CH:16][C:17]([C:21]3[CH:26]=[CH:25][CH:24]=[C:23]([C:27]#[N:28])[CH:22]=3)=[CH:18][CH:19]=2)[C:14]([NH:29][C:30]([NH2:32])=[NH2+:31])=[N:13][CH:12]=1. The yield is 0.700. (5) The reactants are [CH:1]1[N:5]2[C:6]3[CH:15]=[CH:14][CH:13]=[CH:12][C:7]=3[CH2:8][CH2:9][C@@H:10]([NH2:11])[C:4]2=[N:3][CH:2]=1.[Cl:16][C:17]1[CH:31]=[CH:30][C:20]([C:21]([NH:23][C:24]2([C:27](O)=[O:28])[CH2:26][CH2:25]2)=[O:22])=[CH:19][CH:18]=1.C(P1(=O)OP(CCC)(=O)OP(CCC)(=O)O1)CC. The catalyst is ClCCl.C(N(CC)CC)C. The product is [Cl:16][C:17]1[CH:31]=[CH:30][C:20]([C:21]([NH:23][C:24]2([C:27](=[O:28])[NH:11][C@@H:10]3[CH2:9][CH2:8][C:7]4[CH:12]=[CH:13][CH:14]=[CH:15][C:6]=4[N:5]4[CH:1]=[CH:2][N:3]=[C:4]34)[CH2:25][CH2:26]2)=[O:22])=[CH:19][CH:18]=1. The yield is 0.936. (6) The reactants are [CH3:1][N:2]1[C:6]([C:7]2[CH:21]=[C:20]([N+:22]([O-])=O)[CH:19]=[CH:18][C:8]=2[O:9][CH2:10][CH2:11][N:12]2[CH2:17][CH2:16][O:15][CH2:14][CH2:13]2)=[CH:5][CH:4]=[N:3]1.O.C1COCC1. The catalyst is [Cl-].[NH4+].[Zn]. The product is [CH3:1][N:2]1[C:6]([C:7]2[CH:21]=[C:20]([NH2:22])[CH:19]=[CH:18][C:8]=2[O:9][CH2:10][CH2:11][N:12]2[CH2:17][CH2:16][O:15][CH2:14][CH2:13]2)=[CH:5][CH:4]=[N:3]1. The yield is 0.990. (7) The reactants are [NH2:1][C:2]1[CH:15]=[CH:14][C:5]([O:6][C:7]2[CH:12]=[CH:11][N:10]=[C:9]([NH2:13])[CH:8]=2)=[CH:4][C:3]=1[F:16].[CH2:17]([N:19]([CH2:22][CH3:23])[CH2:20]C)[CH3:18].ClC(OC1C=CC=CC=1)=[O:26].N1CCCC1. The catalyst is O1CCCC1.CN(C)C=O. The product is [NH2:1][C:2]1[CH:15]=[CH:14][C:5]([O:6][C:7]2[CH:12]=[CH:11][N:10]=[C:9]([NH:13][C:20]([N:19]3[CH2:22][CH2:23][CH2:18][CH2:17]3)=[O:26])[CH:8]=2)=[CH:4][C:3]=1[F:16]. The yield is 0.130.